Dataset: Forward reaction prediction with 1.9M reactions from USPTO patents (1976-2016). Task: Predict the product of the given reaction. Given the reactants [CH3:1][N:2]1[C:6]([CH2:7][NH:8][C:9]2[CH:10]=[C:11]([CH:24]=[CH:25][CH:26]=2)[C:12]([C:14]2[CH:22]=[C:21]3[C:17]([CH2:18][C:19](=[O:23])[NH:20]3)=[CH:16][CH:15]=2)=[O:13])=[CH:5][C:4]([CH3:27])=[N:3]1.[CH:28](OCC)=[O:29].[O-]CC.[Na+].Cl, predict the reaction product. The product is: [CH3:1][N:2]1[C:6]([CH2:7][NH:8][C:9]2[CH:10]=[C:11]([CH:24]=[CH:25][CH:26]=2)[C:12]([C:14]2[CH:22]=[C:21]3[C:17]([C:18](=[CH:28][OH:29])[C:19](=[O:23])[NH:20]3)=[CH:16][CH:15]=2)=[O:13])=[CH:5][C:4]([CH3:27])=[N:3]1.